This data is from Catalyst prediction with 721,799 reactions and 888 catalyst types from USPTO. The task is: Predict which catalyst facilitates the given reaction. (1) The catalyst class is: 18. Reactant: C(N(C(C)C)CC)(C)C.[Cl:10][C:11]1[CH:12]=[C:13]([Cl:32])[C:14]2[N:15]([C:17]([CH2:28][C:29](O)=[O:30])=[C:18]([C:20]3[CH:25]=[CH:24][C:23]([O:26][CH3:27])=[CH:22][CH:21]=3)[N:19]=2)[CH:16]=1.[CH3:33][NH:34][C:35]1[CH:40]=[CH:39][CH:38]=[CH:37][CH:36]=1.C1C=CC2N(O)N=NC=2C=1.CCN=C=NCCCN(C)C.C(O)(=O)C. Product: [Cl:10][C:11]1[CH:12]=[C:13]([Cl:32])[C:14]2[N:15]([C:17]([CH2:28][C:29]([N:34]([CH3:33])[C:35]3[CH:40]=[CH:39][CH:38]=[CH:37][CH:36]=3)=[O:30])=[C:18]([C:20]3[CH:21]=[CH:22][C:23]([O:26][CH3:27])=[CH:24][CH:25]=3)[N:19]=2)[CH:16]=1. (2) Reactant: [H-].[Na+].[I:3][C:4]1[C:5]([O:18][CH3:19])=[CH:6][C:7]([NH:10][C:11](=[O:17])[O:12][C:13]([CH3:16])([CH3:15])[CH3:14])=[N:8][CH:9]=1.[CH3:20]I. Product: [I:3][C:4]1[C:5]([O:18][CH3:19])=[CH:6][C:7]([N:10]([CH3:20])[C:11](=[O:17])[O:12][C:13]([CH3:14])([CH3:15])[CH3:16])=[N:8][CH:9]=1. The catalyst class is: 3.